Dataset: Forward reaction prediction with 1.9M reactions from USPTO patents (1976-2016). Task: Predict the product of the given reaction. (1) Given the reactants [NH2:1][C@H:2]([C:23]1[CH:28]=[CH:27][CH:26]=[CH:25][CH:24]=1)[CH2:3][CH2:4][N:5]1[CH2:10][CH2:9][CH:8]([C:11]2[CH:12]=[C:13]([NH:17][C:18](=[O:22])[CH:19]([CH3:21])[CH3:20])[CH:14]=[CH:15][CH:16]=2)[CH2:7][CH2:6]1.[O:29]([C:36]1[N:44]=[CH:43][CH:42]=[CH:41][C:37]=1[C:38](Cl)=[O:39])[C:30]1[CH:35]=[CH:34][CH:33]=[CH:32][CH:31]=1, predict the reaction product. The product is: [C:18]([NH:17][C:13]1[CH:12]=[C:11]([CH:8]2[CH2:9][CH2:10][N:5]([CH2:4][CH2:3][C@H:2]([NH:1][C:38](=[O:39])[C:37]3[CH:41]=[CH:42][CH:43]=[N:44][C:36]=3[O:29][C:30]3[CH:31]=[CH:32][CH:33]=[CH:34][CH:35]=3)[C:23]3[CH:24]=[CH:25][CH:26]=[CH:27][CH:28]=3)[CH2:6][CH2:7]2)[CH:16]=[CH:15][CH:14]=1)(=[O:22])[CH:19]([CH3:21])[CH3:20]. (2) Given the reactants CC(C[AlH]CC(C)C)C.[F:10][C:11]([F:31])([F:30])[C:12]1[CH:17]=[CH:16][C:15]([C:18]([F:21])([F:20])[F:19])=[CH:14][C:13]=1[CH:22]([CH2:27][CH2:28][CH3:29])[C:23](OC)=[O:24].C(C(C(C([O-])=O)O)O)([O-])=O.[K+].[Na+], predict the reaction product. The product is: [F:10][C:11]([F:30])([F:31])[C:12]1[CH:17]=[CH:16][C:15]([C:18]([F:19])([F:20])[F:21])=[CH:14][C:13]=1[CH:22]([CH2:27][CH2:28][CH3:29])[CH2:23][OH:24]. (3) The product is: [CH2:12]([O:14][C:15](=[O:18])[CH2:16][O:9][C:5]1[CH:6]=[CH:7][CH:8]=[C:3]([O:2][CH3:1])[CH:4]=1)[CH3:13]. Given the reactants [CH3:1][O:2][C:3]1[CH:4]=[C:5]([OH:9])[CH:6]=[CH:7][CH:8]=1.[H-].[Na+].[CH2:12]([O:14][C:15](=[O:18])[CH2:16]Br)[CH3:13], predict the reaction product. (4) Given the reactants C(N(C(C)C)CC)(C)C.C(OC([N:17]1[CH2:22][CH2:21][CH:20]([C:23]([OH:25])=O)[CH2:19][CH2:18]1)=O)(C)(C)C.[NH2:26][C:27]1[CH:28]=[C:29]([C:33]2[CH:38]=[C:37]([N:39]3[CH2:44][CH2:43][O:42][CH2:41][CH2:40]3)[N:36]=[C:35]([C:45]3[CH:50]=[CH:49][CH:48]=[C:47]([CH2:51][OH:52])[CH:46]=3)[N:34]=2)[CH:30]=[CH:31][CH:32]=1.FC(F)(F)C(O)=O, predict the reaction product. The product is: [OH:52][CH2:51][C:47]1[CH:46]=[C:45]([C:35]2[N:34]=[C:33]([C:29]3[CH:30]=[CH:31][CH:32]=[C:27]([NH:26][C:23]([CH:20]4[CH2:19][CH2:18][NH:17][CH2:22][CH2:21]4)=[O:25])[CH:28]=3)[CH:38]=[C:37]([N:39]3[CH2:44][CH2:43][O:42][CH2:41][CH2:40]3)[N:36]=2)[CH:50]=[CH:49][CH:48]=1.